Dataset: Reaction yield outcomes from USPTO patents with 853,638 reactions. Task: Predict the reaction yield, written as a fraction of the theoretical maximum amount of product (1.0 means a 100% yield; for example, 0.34 means a 34% yield). The reactants are [OH-].[K+].[Br:3][C:4]1[CH:5]=[CH:6][C:7]2[NH:8][C:9]3[C:14]([C:15]=2[CH:16]=1)=[CH:13][C:12]([Br:17])=[CH:11][CH:10]=3.[CH2:18]([CH:20]1[O:22][CH2:21]1)Br. The catalyst is CN(C=O)C. The product is [Br:17][C:12]1[CH:11]=[CH:10][C:9]2[N:8]([CH2:18][CH:20]3[CH2:21][O:22]3)[C:7]3[C:15]([C:14]=2[CH:13]=1)=[CH:16][C:4]([Br:3])=[CH:5][CH:6]=3. The yield is 0.660.